From a dataset of Catalyst prediction with 721,799 reactions and 888 catalyst types from USPTO. Predict which catalyst facilitates the given reaction. (1) Product: [Cl:8][C:7]1[C:2]([N:12]2[CH:13]=[CH:14][C:10]([Cl:9])=[N:11]2)=[N:3][CH:4]=[CH:5][CH:6]=1. The catalyst class is: 9. Reactant: Cl[C:2]1[C:7]([Cl:8])=[CH:6][CH:5]=[CH:4][N:3]=1.[Cl:9][C:10]1[CH:14]=[CH:13][NH:12][N:11]=1.C(=O)([O-])[O-].[K+].[K+]. (2) Reactant: [NH2:1][C@H:2]1[CH2:7][CH2:6][C@H:5]([CH2:8][NH:9][C:10]2[C:15]([C:16]([F:19])([F:18])[F:17])=[CH:14][N:13]=[C:12]([NH:20][CH2:21][C:22]3[CH:27]=[CH:26][CH:25]=[CH:24][C:23]=3[O:28][C:29]([F:32])([F:31])[F:30])[N:11]=2)[CH2:4][CH2:3]1.Br[CH2:34][CH2:35][CH2:36][CH2:37]Br.CCN(C(C)C)C(C)C. Product: [N:1]1([C@H:2]2[CH2:3][CH2:4][C@H:5]([CH2:8][NH:9][C:10]3[C:15]([C:16]([F:17])([F:18])[F:19])=[CH:14][N:13]=[C:12]([NH:20][CH2:21][C:22]4[CH:27]=[CH:26][CH:25]=[CH:24][C:23]=4[O:28][C:29]([F:31])([F:32])[F:30])[N:11]=3)[CH2:6][CH2:7]2)[CH2:37][CH2:36][CH2:35][CH2:34]1. The catalyst class is: 31. (3) Reactant: [C:1]([NH:4][C:5]([CH2:16][C:17]([C:19]1[CH:24]=[CH:23][C:22]([O:25][C:26]2[CH:31]=[CH:30][C:29]([C:32](=[O:35])[CH2:33]Cl)=[CH:28][CH:27]=2)=[CH:21][CH:20]=1)=[O:18])([C:11]([O:13][CH2:14][CH3:15])=[O:12])[C:6]([O:8][CH2:9][CH3:10])=[O:7])(=[O:3])[CH3:2].[C:36]([OH:39])(=[O:38])[CH3:37].CCN(CC)CC. Product: [C:1]([NH:4][C:5]([CH2:16][C:17]([C:19]1[CH:24]=[CH:23][C:22]([O:25][C:26]2[CH:31]=[CH:30][C:29]([C:32](=[O:35])[CH2:33][O:39][C:36](=[O:38])[CH3:37])=[CH:28][CH:27]=2)=[CH:21][CH:20]=1)=[O:18])([C:11]([O:13][CH2:14][CH3:15])=[O:12])[C:6]([O:8][CH2:9][CH3:10])=[O:7])(=[O:3])[CH3:2]. The catalyst class is: 23. (4) Reactant: [NH:1]1[CH2:6][CH:5]=[CH:4][CH2:3][CH2:2]1.[C:7](O[C:7]([O:9][C:10]([CH3:13])([CH3:12])[CH3:11])=[O:8])([O:9][C:10]([CH3:13])([CH3:12])[CH3:11])=[O:8]. Product: [C:7]([N:1]1[CH2:2][CH2:3][CH2:4][CH2:5][CH2:6]1)([O:9][C:10]([CH3:13])([CH3:12])[CH3:11])=[O:8]. The catalyst class is: 2. (5) Reactant: [CH:1]1[C:10]2[C:5](=[CH:6][CH:7]=[CH:8][CH:9]=2)[CH:4]=[C:3]([CH2:11][NH:12][C:13](=[O:19])[O:14][C:15]([CH3:18])([CH3:17])[CH3:16])[N:2]=1.[H-].[Na+].I[CH2:23][CH3:24].O. Product: [CH2:23]([N:12]([CH2:11][C:3]1[N:2]=[CH:1][C:10]2[C:5]([CH:4]=1)=[CH:6][CH:7]=[CH:8][CH:9]=2)[C:13](=[O:19])[O:14][C:15]([CH3:16])([CH3:18])[CH3:17])[CH3:24]. The catalyst class is: 1. (6) Reactant: [N:1]1([C:7]2[N:12]=[CH:11][NH:10][C:9](=[O:13])[CH:8]=2)[CH2:6][CH2:5][NH:4][CH2:3][CH2:2]1.[F:14][C:15]1[CH:16]=[C:17]([CH:25]=[CH:26][CH:27]=1)[CH2:18]N1CCNCC1.C(N(C(C)C)CC)(C)C. Product: [F:14][C:15]1[CH:16]=[C:17]([CH:25]=[CH:26][CH:27]=1)[CH2:18][N:4]1[CH2:5][CH2:6][N:1]([C:7]2[N:12]=[CH:11][NH:10][C:9](=[O:13])[CH:8]=2)[CH2:2][CH2:3]1. The catalyst class is: 868. (7) Reactant: [O:1]1[C:10]2[C:5](=[CH:6][C:7]([C:11]3[C:16]([C:17]([O:19][CH3:20])=[O:18])=[C:15]([CH3:21])[N:14]=[C:13]4[NH:22][CH:23]=[CH:24][C:12]=34)=[CH:8][CH:9]=2)[CH2:4][CH2:3][CH2:2]1.C(=O)([O-])[O-].[Cs+].[Cs+].Br[CH2:32][C:33]1[CH:38]=[CH:37][C:36]([F:39])=[C:35]([F:40])[CH:34]=1. Product: [O:1]1[C:10]2[C:5](=[CH:6][C:7]([C:11]3[C:16]([C:17]([O:19][CH3:20])=[O:18])=[C:15]([CH3:21])[N:14]=[C:13]4[N:22]([CH2:32][C:33]5[CH:38]=[CH:37][C:36]([F:39])=[C:35]([F:40])[CH:34]=5)[CH:23]=[CH:24][C:12]=34)=[CH:8][CH:9]=2)[CH2:4][CH2:3][CH2:2]1. The catalyst class is: 42.